This data is from Forward reaction prediction with 1.9M reactions from USPTO patents (1976-2016). The task is: Predict the product of the given reaction. (1) Given the reactants [H-].[Na+].[CH3:3][O:4][C:5]1[CH:10]=[CH:9][C:8]([C:11](=[O:19])[CH2:12][C:13]2[CH:18]=[CH:17][CH:16]=[CH:15][CH:14]=2)=[CH:7][CH:6]=1.Br[CH2:21][C:22]([O:24][CH2:25][CH3:26])=[O:23], predict the reaction product. The product is: [CH2:25]([O:24][C:22](=[O:23])[CH2:21][CH:12]([C:13]1[CH:18]=[CH:17][CH:16]=[CH:15][CH:14]=1)[C:11]([C:8]1[CH:7]=[CH:6][C:5]([O:4][CH3:3])=[CH:10][CH:9]=1)=[O:19])[CH3:26]. (2) Given the reactants [NH2:1][C:2]1[NH:3][C:4]2[C:5]([N:21]=1)=[CH:6][C:7]1[C:8]([CH3:20])([CH3:19])[C:9](=[O:18])[N:10]([CH2:13][CH2:14][CH:15]3[CH2:17][CH2:16]3)[C:11]=1[CH:12]=2.[C:22](Cl)(=[O:29])[C:23]1[CH:28]=[CH:27][CH:26]=[CH:25][CH:24]=1.CCN(CC)CC, predict the reaction product. The product is: [CH:15]1([CH2:14][CH2:13][N:10]2[C:11]3[CH:12]=[C:4]4[NH:3][C:2]([NH:1][C:22](=[O:29])[C:23]5[CH:28]=[CH:27][CH:26]=[CH:25][CH:24]=5)=[N:21][C:5]4=[CH:6][C:7]=3[C:8]([CH3:19])([CH3:20])[C:9]2=[O:18])[CH2:17][CH2:16]1. (3) Given the reactants [O:1]=[C:2]1[NH:6][C:5](=[O:7])[O:4][N:3]1[CH2:8][C:9]1[CH:32]=[CH:31][C:12]([O:13][CH2:14][C:15]2[CH:16]=[C:17]([C:21]3[CH:26]=[CH:25][C:24]([C:27]([OH:29])=O)=[CH:23][C:22]=3[CH3:30])[CH:18]=[CH:19][CH:20]=2)=[CH:11][CH:10]=1.[CH2:33]([N:35]1[CH2:40][CH2:39][CH2:38][CH:37]([NH2:41])[CH2:36]1)[CH3:34].C[N+]1(C2N=C(OC)N=C(OC)N=2)CCOCC1.[Cl-].C(Cl)(Cl)Cl, predict the reaction product. The product is: [O:1]=[C:2]1[NH:6][C:5](=[O:7])[O:4][N:3]1[CH2:8][C:9]1[CH:10]=[CH:11][C:12]([O:13][CH2:14][C:15]2[CH:16]=[C:17]([C:21]3[CH:26]=[CH:25][C:24]([C:27]([NH:41][CH:37]4[CH2:38][CH2:39][CH2:40][N:35]([CH2:33][CH3:34])[CH2:36]4)=[O:29])=[CH:23][C:22]=3[CH3:30])[CH:18]=[CH:19][CH:20]=2)=[CH:31][CH:32]=1. (4) Given the reactants CO[C:3](=[O:22])[C:4]1[CH:9]=[CH:8][C:7]([Cl:10])=[CH:6][C:5]=1[NH:11][C:12](=[O:21])[CH:13]([C:15]1[CH:20]=[CH:19][CH:18]=[CH:17][CH:16]=1)[CH3:14].[Li+].C[Si]([N-][Si](C)(C)C)(C)C, predict the reaction product. The product is: [Cl:10][C:7]1[CH:6]=[C:5]2[C:4]([C:3](=[O:22])[C:13]([CH3:14])([C:15]3[CH:16]=[CH:17][CH:18]=[CH:19][CH:20]=3)[C:12](=[O:21])[NH:11]2)=[CH:9][CH:8]=1. (5) Given the reactants [CH2:1]([O:4][C:5]([NH:7][C@H:8]([C:17]([OH:19])=[O:18])[CH2:9][C:10]1[CH:15]=[CH:14][C:13]([OH:16])=[CH:12][CH:11]=1)=[O:6])[CH:2]=[CH2:3], predict the reaction product. The product is: [CH2:1]([O:4][C:5]([NH:7][C@H:8]([C:17]([OH:19])=[O:18])[CH2:9][C:10]1[CH:11]=[CH:12][C:13]([O:16][CH2:9][C:10]2[CH:15]=[CH:14][CH:13]=[CH:12][CH:11]=2)=[CH:14][CH:15]=1)=[O:6])[CH:2]=[CH2:3]. (6) Given the reactants Cl[C:2]1[N:7]=[C:6]([NH:8][CH2:9][CH2:10][NH:11][C:12]2[N:17]=[C:16]([NH2:18])[C:15]([N+:19]([O-:21])=[O:20])=[CH:14][CH:13]=2)[N:5]2[N:22]=[CH:23][N:24]=[C:4]2[CH:3]=1.[CH3:25][C:26]1[CH:27]=[C:28](B(O)O)[CH:29]=[C:30]([CH3:32])[CH:31]=1, predict the reaction product. The product is: [CH3:25][C:26]1[CH:27]=[C:28]([C:2]2[N:7]=[C:6]([NH:8][CH2:9][CH2:10][NH:11][C:12]3[N:17]=[C:16]([NH2:18])[C:15]([N+:19]([O-:21])=[O:20])=[CH:14][CH:13]=3)[N:5]3[N:22]=[CH:23][N:24]=[C:4]3[CH:3]=2)[CH:29]=[C:30]([CH3:32])[CH:31]=1. (7) The product is: [C:1]([O:5][C:6](=[O:27])[NH:7][C@H:8]([C:10]1[N:18]([C:19]2[CH:24]=[CH:23][CH:22]=[CH:21][CH:20]=2)[C:17]2[CH:16]=[CH:15][CH:14]=[C:13]([Cl:25])[C:12]=2[N:11]=1)[CH3:9])([CH3:4])([CH3:3])[CH3:2]. Given the reactants [C:1]([O:5][C:6](=[O:27])[NH:7][C@H:8]([C:10](=O)[NH:11][C:12]1[C:17]([NH:18][C:19]2[CH:24]=[CH:23][CH:22]=[CH:21][CH:20]=2)=[CH:16][CH:15]=[CH:14][C:13]=1[Cl:25])[CH3:9])([CH3:4])([CH3:3])[CH3:2], predict the reaction product.